Task: Predict the product of the given reaction.. Dataset: Forward reaction prediction with 1.9M reactions from USPTO patents (1976-2016) (1) Given the reactants [Br:1][C:2]1[CH:7]=[CH:6][C:5]([OH:8])=[C:4]([CH3:9])[CH:3]=1.Cl[CH2:11][C:12]([N:14]([CH3:16])[CH3:15])=[O:13].C(=O)([O-])[O-].[K+].[K+].Cl, predict the reaction product. The product is: [Br:1][C:2]1[CH:7]=[CH:6][C:5]([O:8][CH2:11][C:12]([N:14]([CH3:16])[CH3:15])=[O:13])=[C:4]([CH3:9])[CH:3]=1. (2) Given the reactants C(OCC)(=O)C(C)C.O.NN.C(S[C:15]([C:25]1[CH:30]=[CH:29][C:28]([F:31])=[CH:27][CH:26]=1)=[N:16][C:17]1[C:22]([CH3:23])=[CH:21][CH:20]=[CH:19][C:18]=1[CH3:24])C.[C:32]([NH:37][NH2:38])(=O)[CH:33]([CH3:35])[CH3:34], predict the reaction product. The product is: [CH3:23][C:22]1[CH:21]=[CH:20][CH:19]=[C:18]([CH3:24])[C:17]=1[N:16]1[C:32]([CH:33]([CH3:35])[CH3:34])=[N:37][N:38]=[C:15]1[C:25]1[CH:26]=[CH:27][C:28]([F:31])=[CH:29][CH:30]=1. (3) Given the reactants [NH2:1][C:2]1([C:7]([OH:9])=[O:8])[CH2:6][CH2:5][O:4][CH2:3]1.O=S(Cl)Cl, predict the reaction product. The product is: [CH2:3]([O:8][C:7]([C:2]1([NH2:1])[CH2:6][CH2:5][O:4][CH2:3]1)=[O:9])[CH2:2][CH2:6][CH3:5]. (4) Given the reactants [CH:1]([O:4][C:5]1[CH:10]=[CH:9][CH:8]=[CH:7][C:6]=1[N:11]1[CH2:16][CH2:15][N:14]([CH2:17][CH:18]2[O:22][N:21]=[C:20]([CH2:23][N:24]3[C:32]4[C:27](=[CH:28][CH:29]=[C:30]([NH2:33])[CH:31]=4)[CH2:26][CH2:25]3)[CH2:19]2)[CH2:13][CH2:12]1)([CH3:3])[CH3:2].[F:34][C:35]1[CH:42]=[CH:41][CH:40]=[C:39]([F:43])[C:36]=1[CH:37]=O.C(O[BH-](OC(=O)C)OC(=O)C)(=O)C.[Na+].[OH-].[Na+], predict the reaction product. The product is: [F:34][C:35]1[CH:42]=[CH:41][CH:40]=[C:39]([F:43])[C:36]=1[CH2:37][NH:33][C:30]1[CH:31]=[C:32]2[C:27]([CH2:26][CH2:25][N:24]2[CH2:23][C:20]2[CH2:19][CH:18]([CH2:17][N:14]3[CH2:13][CH2:12][N:11]([C:6]4[CH:7]=[CH:8][CH:9]=[CH:10][C:5]=4[O:4][CH:1]([CH3:3])[CH3:2])[CH2:16][CH2:15]3)[O:22][N:21]=2)=[CH:28][CH:29]=1. (5) Given the reactants [CH3:1][C:2]([O:5][C:6]([NH:8][C@@H:9]1[CH2:14][CH2:13][C@H:12]([C:15]([OH:17])=O)[CH2:11][CH2:10]1)=[O:7])([CH3:4])[CH3:3].C1C=CC2N(O)N=NC=2C=1.CCN(C(C)C)C(C)C.Cl.[CH3:38][NH:39][O:40][CH3:41], predict the reaction product. The product is: [CH3:38][N:39]([O:40][CH3:41])[C:15]([C@@H:12]1[CH2:11][CH2:10][C@H:9]([NH:8][C:6](=[O:7])[O:5][C:2]([CH3:1])([CH3:3])[CH3:4])[CH2:14][CH2:13]1)=[O:17]. (6) Given the reactants [CH:1]1([NH2:7])[CH2:6][CH2:5][CH2:4][CH2:3][CH2:2]1.[NH2:8][C:9]1[C:10]2[CH:22]=[C:21]([CH:23]=O)[S:20][C:11]=2[N:12]=[C:13]([C:15]2[O:16][CH:17]=[CH:18][CH:19]=2)[N:14]=1.C(C1SC(C#N)=CC=1)(C)(C)C, predict the reaction product. The product is: [CH:1]1([NH:7][CH2:23][C:21]2[S:20][C:11]3[N:12]=[C:13]([C:15]4[O:16][CH:17]=[CH:18][CH:19]=4)[N:14]=[C:9]([NH2:8])[C:10]=3[CH:22]=2)[CH2:6][CH2:5][CH2:4][CH2:3][CH2:2]1. (7) Given the reactants [Cl:1][C:2]1[CH:3]=[C:4]([OH:14])[CH:5]=[C:6]([Cl:13])[C:7]=1[O:8][CH2:9][CH:10](O)[CH3:11].[Cl:15][C:16]([Cl:21])(Cl)[CH2:17][CH2:18]Cl.C(=O)([O-])[O-:23].[K+].[K+], predict the reaction product. The product is: [Cl:15][C:16]([Cl:21])=[CH:17][CH2:18][O:14][C:4]1[CH:5]=[C:6]([Cl:13])[C:7]([O:8][CH2:9][CH2:10][CH2:11][OH:23])=[C:2]([Cl:1])[CH:3]=1. (8) Given the reactants [C:1]([O:5][C:6](=[O:35])[CH2:7][C@H:8]([NH:16][S:17]([C:20]1[CH:25]=[CH:24][C:23]([NH2:26])=[CH:22][C:21]=1[O:27][CH2:28][C:29]1[CH:34]=[CH:33][CH:32]=[CH:31][CH:30]=1)(=[O:19])=[O:18])[CH:9]([O:13][CH2:14][CH3:15])[O:10][CH2:11][CH3:12])([CH3:4])([CH3:3])[CH3:2].C(N(CC)CC)C.[Cl:43][CH2:44][CH2:45][CH2:46][C:47](Cl)=[O:48], predict the reaction product. The product is: [C:1]([O:5][C:6](=[O:35])[CH2:7][C@H:8]([NH:16][S:17]([C:20]1[CH:25]=[CH:24][C:23]([NH:26][C:47](=[O:48])[CH2:46][CH2:45][CH2:44][Cl:43])=[CH:22][C:21]=1[O:27][CH2:28][C:29]1[CH:34]=[CH:33][CH:32]=[CH:31][CH:30]=1)(=[O:19])=[O:18])[CH:9]([O:10][CH2:11][CH3:12])[O:13][CH2:14][CH3:15])([CH3:3])([CH3:4])[CH3:2].